From a dataset of Forward reaction prediction with 1.9M reactions from USPTO patents (1976-2016). Predict the product of the given reaction. Given the reactants Cl.[Br:2][C:3]1[CH:8]=[CH:7][C:6]([CH:9]2[CH2:14][CH2:13][NH:12][CH2:11][CH2:10]2)=[CH:5][CH:4]=1.C(N(CC)CC)C.Cl[C:23]1[N:28]([CH3:29])[C:27](=[O:30])[CH:26]=[C:25]([C:31]2[CH:36]=[CH:35][N:34]=[CH:33][CH:32]=2)[N:24]=1, predict the reaction product. The product is: [Br:2][C:3]1[CH:8]=[CH:7][C:6]([CH:9]2[CH2:10][CH2:11][N:12]([C:23]3[N:28]([CH3:29])[C:27](=[O:30])[CH:26]=[C:25]([C:31]4[CH:32]=[CH:33][N:34]=[CH:35][CH:36]=4)[N:24]=3)[CH2:13][CH2:14]2)=[CH:5][CH:4]=1.